This data is from Experimentally validated miRNA-target interactions with 360,000+ pairs, plus equal number of negative samples. The task is: Binary Classification. Given a miRNA mature sequence and a target amino acid sequence, predict their likelihood of interaction. The miRNA is hsa-miR-6766-5p with sequence CGGGUGGGAGCAGAUCUUAUUGAG. Result: 0 (no interaction). The protein sequence of the target gene is MGGLTASDVHPTLGVQLFSAGIAACLADVITFPLDTAKVRLQVQGECPTSSVIRYKGVLGTITAVVKTEGRMKLYSGLPAGLQRQISSASLRIGLYDTVQEFLTAGKETAPSLGSKILAGLTTGGVAVFIGQPTEVVKVRLQAQSHLHGIKPRYTGTYNAYRIIATTEGLTGLWKGTTPNLMRSVIINCTELVTYDLMKEAFVKNNILADDVPCHLVSALIAGFCATAMSSPVDVVKTRFINSPPGQYKSVPNCAMKVFTNEGPTAFFKGLVPSFLRLGSWNVIMFVCFEQLKRELSKSR....